This data is from Experimentally validated miRNA-target interactions with 360,000+ pairs, plus equal number of negative samples. The task is: Binary Classification. Given a miRNA mature sequence and a target amino acid sequence, predict their likelihood of interaction. The miRNA is cel-miR-797-5p with sequence UAUCACAGCAAUCACAAUGAGAAGA. The protein sequence of the target gene is MAGKKNVLSSLAVYAEDSEPESDGEAGIEAVGSAAEEKGGLVSDAYGEDDFSRLGGDEDGYEEEEDENSRQSEDDDSETEKPEADDPKDNTEAEKRDPQELVASFSERVRNMSPDEIKIPPEPPGRCSNHLQDKIQKLYERKIKEGMDMNYIIQRKKEFRNPSIYEKLIQFCAIDELGTNYPKDMFDPHGWSEDSYYEALAKAQKIEMDKLEKAKKERTKIEFVTGTKKGTTTNATSTTTTTASTAVADAQKRKSKWDSAIPVTTIAQPTILTTTATLPAVVTVTTSASGSKTTVISAVG.... Result: 0 (no interaction).